This data is from Peptide-MHC class II binding affinity with 134,281 pairs from IEDB. The task is: Regression. Given a peptide amino acid sequence and an MHC pseudo amino acid sequence, predict their binding affinity value. This is MHC class II binding data. (1) The peptide sequence is KEASREYEDKVWDKY. The MHC is DRB1_0101 with pseudo-sequence DRB1_0101. The binding affinity (normalized) is 0.0603. (2) The binding affinity (normalized) is 0.219. The MHC is DRB1_0901 with pseudo-sequence DRB1_0901. The peptide sequence is QCQKLLWQLNGRLEY. (3) The MHC is DRB3_0101 with pseudo-sequence DRB3_0101. The binding affinity (normalized) is 0.212. The peptide sequence is EHRWREIYNMVKFRM. (4) The peptide sequence is SQDLEPSWNLNGLQAY. The MHC is DRB1_0802 with pseudo-sequence DRB1_0802. The binding affinity (normalized) is 0.370. (5) The peptide sequence is NYEQQEQASQQILSS. The MHC is HLA-DPA10103-DPB10201 with pseudo-sequence HLA-DPA10103-DPB10201. The binding affinity (normalized) is 0.0327.